The task is: Predict the product of the given reaction.. This data is from Forward reaction prediction with 1.9M reactions from USPTO patents (1976-2016). (1) The product is: [CH3:36][O:37][CH2:38][CH2:39][O:40][CH2:41][CH2:42][O:43][CH2:44][C:45]([N:6]1[CH2:5][CH2:4][N:3]([C:9]2[CH:14]=[CH:13][C:12]([N:15]3[CH2:19][C@H:18]([CH2:20][O:21][C:22]4[CH:26]=[CH:25][O:24][N:23]=4)[O:17][C:16]3=[O:27])=[CH:11][C:10]=2[F:28])[CH2:8][CH2:7]1)=[O:46]. Given the reactants Cl.Cl.[N:3]1([C:9]2[CH:14]=[CH:13][C:12]([N:15]3[CH2:19][C@H:18]([CH2:20][O:21][C:22]4[CH:26]=[CH:25][O:24][N:23]=4)[O:17][C:16]3=[O:27])=[CH:11][C:10]=2[F:28])[CH2:8][CH2:7][NH:6][CH2:5][CH2:4]1.C(N(CC)CC)C.[CH3:36][O:37][CH2:38][CH2:39][O:40][CH2:41][CH2:42][O:43][CH2:44][C:45](Cl)=[O:46], predict the reaction product. (2) Given the reactants [CH3:1][O:2][C:3]1[CH:8]=[CH:7][C:6]([N:9]2[C:13]3[C:14](=[O:30])[N:15]([C:18]4[CH:23]=[CH:22][C:21]([C:24]5([C:27](O)=[O:28])[CH2:26][CH2:25]5)=[CH:20][CH:19]=4)[CH2:16][CH2:17][C:12]=3[C:11]([C:31]([F:34])([F:33])[F:32])=[N:10]2)=[CH:5][CH:4]=1.Cl.[CH3:36][NH:37][O:38][CH3:39].CCN(C(C)C)C(C)C.Cl.CN(C)CCCN=C=NCC, predict the reaction product. The product is: [CH3:39][O:38][N:37]([CH3:36])[C:27]([C:24]1([C:21]2[CH:20]=[CH:19][C:18]([N:15]3[CH2:16][CH2:17][C:12]4[C:11]([C:31]([F:34])([F:33])[F:32])=[N:10][N:9]([C:6]5[CH:5]=[CH:4][C:3]([O:2][CH3:1])=[CH:8][CH:7]=5)[C:13]=4[C:14]3=[O:30])=[CH:23][CH:22]=2)[CH2:26][CH2:25]1)=[O:28].